This data is from Catalyst prediction with 721,799 reactions and 888 catalyst types from USPTO. The task is: Predict which catalyst facilitates the given reaction. (1) The catalyst class is: 267. Product: [O:17]=[C:13]1[CH2:12][CH2:11][CH2:10][C:9]2[CH:8]=[C:7]([C:20]#[N:21])[CH:16]=[CH:15][C:14]1=2. Reactant: FC(F)(F)S(O[C:7]1[CH:16]=[CH:15][C:14]2[C:13](=[O:17])[CH2:12][CH2:11][CH2:10][C:9]=2[CH:8]=1)(=O)=O.[CH3:20][N:21](C)C=O. (2) Reactant: [N:1]1[CH:2]=[CH:3][N:4]2[C:13]=1[C:12]1[CH:11]=[CH:10][CH:9]=[CH:8][C:7]=1[N:6]=[C:5]2[NH:14][C:15](=[O:22])[C:16]1[CH:21]=[CH:20][CH:19]=[N:18][CH:17]=1.[ClH:23]. Product: [ClH:23].[N:1]1[CH:2]=[CH:3][N:4]2[C:13]=1[C:12]1[CH:11]=[CH:10][CH:9]=[CH:8][C:7]=1[N:6]=[C:5]2[NH:14][C:15](=[O:22])[C:16]1[CH:21]=[CH:20][CH:19]=[N:18][CH:17]=1. The catalyst class is: 71. (3) Reactant: FC(F)(F)S(O)(=O)=O.Cl.[N+:10]([C:13]1[CH:14]=[C:15]([C:19]2[CH2:24][CH2:23][CH2:22][CH2:21][C:20]=2[CH2:25][S:26][C:27](=[NH:29])[NH2:28])[CH:16]=[CH:17][CH:18]=1)([O-:12])=[O:11].C(=O)(O)[O-].[Na+].CCOCC. Product: [N+:10]([C:13]1[CH:14]=[C:15]([C@:19]23[CH2:24][CH2:23][CH2:22][CH2:21][C@H:20]2[CH2:25][S:26][C:27]([NH2:28])=[N:29]3)[CH:16]=[CH:17][CH:18]=1)([O-:12])=[O:11]. The catalyst class is: 67. (4) Product: [CH3:18][C:17]1[O:16][C:15]([C:19]2[CH:24]=[CH:23][CH:22]=[CH:21][CH:20]=2)=[N:14][C:13]=1[CH2:12][CH2:11][O:10][C:7]1[N:6]=[CH:5][C:4]([CH2:3][OH:2])=[CH:9][CH:8]=1. Reactant: C[O:2][C:3](=O)[C:4]1[CH:9]=[CH:8][C:7]([O:10][CH2:11][CH2:12][C:13]2[N:14]=[C:15]([C:19]3[CH:24]=[CH:23][CH:22]=[CH:21][CH:20]=3)[O:16][C:17]=2[CH3:18])=[N:6][CH:5]=1.[H-].[Al+3].[Li+].[H-].[H-].[H-]. The catalyst class is: 28.